Task: Predict the reactants needed to synthesize the given product.. Dataset: Full USPTO retrosynthesis dataset with 1.9M reactions from patents (1976-2016) (1) Given the product [CH2:73]([S:80][C:2]1[C:3]([F:21])=[C:4]([F:20])[C:5]([NH:12][C:13]2[CH:18]=[CH:17][CH:16]=[CH:15][C:14]=2[F:19])=[C:6]([CH:11]=1)[C:7]([O:9][CH3:10])=[O:8])[C:74]1[CH:79]=[CH:78][CH:77]=[CH:76][CH:75]=1, predict the reactants needed to synthesize it. The reactants are: Br[C:2]1[C:3]([F:21])=[C:4]([F:20])[C:5]([NH:12][C:13]2[CH:18]=[CH:17][CH:16]=[CH:15][C:14]=2[F:19])=[C:6]([CH:11]=1)[C:7]([O:9][CH3:10])=[O:8].C(N(CC)C(C)C)(C)C.CC1(C)C2C(=C(P(C3C=CC=CC=3)C3C=CC=CC=3)C=CC=2)OC2C(P(C3C=CC=CC=3)C3C=CC=CC=3)=CC=CC1=2.[CH2:73]([SH:80])[C:74]1[CH:79]=[CH:78][CH:77]=[CH:76][CH:75]=1. (2) Given the product [OH:2][C@@H:3]([CH3:38])[CH2:4][O:5][C:6]1[N:11]=[CH:10][C:9]([C:12]2[C:13]([CH3:31])=[N:14][CH:15]=[C:16]([NH:18][C:19](=[O:30])[C:20]3[CH:25]=[CH:24][CH:23]=[C:22]([C:26]([F:27])([F:28])[F:29])[CH:21]=3)[CH:17]=2)=[CH:8][C:7]=1[N:32]1[CH2:33][CH2:34][O:35][CH2:36][CH2:37]1, predict the reactants needed to synthesize it. The reactants are: C[O:2][C@@H:3]([CH3:38])[CH2:4][O:5][C:6]1[N:11]=[CH:10][C:9]([C:12]2[C:13]([CH3:31])=[N:14][CH:15]=[C:16]([NH:18][C:19](=[O:30])[C:20]3[CH:25]=[CH:24][CH:23]=[C:22]([C:26]([F:29])([F:28])[F:27])[CH:21]=3)[CH:17]=2)=[CH:8][C:7]=1[N:32]1[CH2:37][CH2:36][O:35][CH2:34][CH2:33]1.B(Br)(Br)Br. (3) Given the product [CH3:16][O:17][C:18]1[CH:19]=[CH:20][C:21]([S:24]([NH:1][C:2]2[C:11]([O:12][CH3:13])=[N:10][C:9]([O:14][CH3:15])=[CH:8][C:3]=2[C:4]([O:6][CH3:7])=[O:5])(=[O:26])=[O:25])=[CH:22][CH:23]=1, predict the reactants needed to synthesize it. The reactants are: [NH2:1][C:2]1[C:11]([O:12][CH3:13])=[N:10][C:9]([O:14][CH3:15])=[CH:8][C:3]=1[C:4]([O:6][CH3:7])=[O:5].[CH3:16][O:17][C:18]1[CH:23]=[CH:22][C:21]([S:24](Cl)(=[O:26])=[O:25])=[CH:20][CH:19]=1.